From a dataset of Reaction yield outcomes from USPTO patents with 853,638 reactions. Predict the reaction yield, written as a fraction of the theoretical maximum amount of product (1.0 means a 100% yield; for example, 0.34 means a 34% yield). (1) The reactants are C[O:2][C:3](=[O:38])[CH2:4][C:5]1[CH:10]=[CH:9][CH:8]=[C:7]([O:11][CH2:12][CH2:13][C@H:14]([N:16]([CH2:26][C:27]2[CH:32]=[CH:31][CH:30]=[C:29]([C:33]([F:36])([F:35])[F:34])[C:28]=2[Cl:37])[CH2:17][C@H:18]([C:20]2[CH:25]=[CH:24][CH:23]=[CH:22][CH:21]=2)[CH3:19])[CH3:15])[CH:6]=1.[Li+].[OH-].CC(O)=O.C(OCC)(=O)C. The catalyst is C1COCC1.O. The product is [ClH:37].[Cl:37][C:28]1[C:29]([C:33]([F:34])([F:35])[F:36])=[CH:30][CH:31]=[CH:32][C:27]=1[CH2:26][N:16]([CH2:17][C@H:18]([C:20]1[CH:21]=[CH:22][CH:23]=[CH:24][CH:25]=1)[CH3:19])[C@H:14]([CH3:15])[CH2:13][CH2:12][O:11][C:7]1[CH:6]=[C:5]([CH2:4][C:3]([OH:38])=[O:2])[CH:10]=[CH:9][CH:8]=1. The yield is 0.750. (2) The catalyst is ClCCl. The reactants are [Al+3].[Cl-].[Cl-].[Cl-].[CH3:5][O:6][C:7](=[O:17])[C:8]1[CH:13]=[CH:12][C:11]([C:14](Cl)=[O:15])=[CH:10][CH:9]=1.[F:18][C:19]1[CH:24]=[CH:23][CH:22]=[CH:21][C:20]=1[O:25][CH3:26]. The product is [CH3:5][O:6][C:7](=[O:17])[C:8]1[CH:13]=[CH:12][C:11]([C:14](=[O:15])[C:23]2[CH:22]=[CH:21][C:20]([O:25][CH3:26])=[C:19]([F:18])[CH:24]=2)=[CH:10][CH:9]=1. The yield is 0.170. (3) The reactants are [F:1][C:2]1[C:3]([CH3:23])=[CH:4][CH:5]=[C:6]2[C:11]=1[N:10]=[C:9]([C:12]([O:14][CH3:15])=[O:13])[CH:8]=[C:7]2[C:16]1[CH:21]=[CH:20][C:19]([F:22])=[CH:18][CH:17]=1.C(OOC(=O)C1C=CC=CC=1)(=O)C1C=CC=CC=1.C1C(=O)N([Br:49])C(=O)C1. The catalyst is C(Cl)(Cl)(Cl)Cl. The product is [Br:49][CH2:23][C:3]1[C:2]([F:1])=[C:11]2[C:6]([C:7]([C:16]3[CH:21]=[CH:20][C:19]([F:22])=[CH:18][CH:17]=3)=[CH:8][C:9]([C:12]([O:14][CH3:15])=[O:13])=[N:10]2)=[CH:5][CH:4]=1. The yield is 0.850. (4) The reactants are [OH:1][CH2:2][C@H:3]1[C@@H:7]([OH:8])[CH:6]=[CH:5][CH2:4]1.ClC1C=CC=C(C(OO)=[O:17])C=1. The catalyst is C(Cl)Cl. The product is [OH:1][CH2:2][C@@H:3]1[CH2:4][C@H:5]2[C@H:6]([O:17]2)[C@@H:7]1[OH:8]. The yield is 0.760. (5) The reactants are Cl[C:2]1[C:11]2[C:6](=[CH:7][CH:8]=[C:9]([C:12]3[CH:17]=[CH:16][CH:15]=[C:14]([F:18])[CH:13]=3)[CH:10]=2)[N:5]=[C:4]([C:19]2[CH:20]=[N:21][CH:22]=[CH:23][CH:24]=2)[N:3]=1.[NH2:25][CH2:26][CH2:27][C:28]([OH:30])=[O:29].CCN(C(C)C)C(C)C.C([O-])([O-])=O.[K+].[K+]. The catalyst is C(O)CC(C)C. The product is [F:18][C:14]1[CH:13]=[C:12]([C:9]2[CH:10]=[C:11]3[C:6](=[CH:7][CH:8]=2)[N:5]=[C:4]([C:19]2[CH:20]=[N:21][CH:22]=[CH:23][CH:24]=2)[N:3]=[C:2]3[NH:25][CH2:26][CH2:27][C:28]([OH:30])=[O:29])[CH:17]=[CH:16][CH:15]=1. The yield is 0.341. (6) The reactants are [CH2:1]([N:3]([CH2:37][CH3:38])[CH2:4][CH2:5][CH2:6][NH:7][C:8]1[N:9]=[C:10]([C:27]2[C:28]([CH3:36])=[C:29]([CH:33]=[CH:34][CH:35]=2)[C:30](O)=[O:31])[C:11]2[CH:17]=[CH:16][C:15](=[O:18])[N:14]([C:19]3[C:24]([F:25])=[CH:23][CH:22]=[CH:21][C:20]=3[F:26])[C:12]=2[N:13]=1)[CH3:2].CN(C(O[N:47]1N=N[C:49]2[CH:50]=[CH:51][CH:52]=[CH:53][C:48]1=2)=[N+](C)C)C.F[P-](F)(F)(F)(F)F.C(N(CC)CC)C.NC1C=CC=CC=1. The catalyst is CN(C=O)C. The product is [CH2:37]([N:3]([CH2:1][CH3:2])[CH2:4][CH2:5][CH2:6][NH:7][C:8]1[N:9]=[C:10]([C:27]2[C:28]([CH3:36])=[C:29]([CH:33]=[CH:34][CH:35]=2)[C:30]([NH:47][C:48]2[CH:53]=[CH:52][CH:51]=[CH:50][CH:49]=2)=[O:31])[C:11]2[CH:17]=[CH:16][C:15](=[O:18])[N:14]([C:19]3[C:24]([F:25])=[CH:23][CH:22]=[CH:21][C:20]=3[F:26])[C:12]=2[N:13]=1)[CH3:38]. The yield is 0.600. (7) The catalyst is CO.C(OCC)(=O)C.C([O-])(O)=O.[Na+]. The reactants are [O:1]=[C:2]1[C:10]2[C:5](=[CH:6][CH:7]=[CH:8][CH:9]=2)[C:4](=[O:11])[N:3]1[CH2:12][CH2:13][C:14](=[CH2:25])[CH2:15][O:16]C(=O)C1C=CC=CC=1.[O:26]=[C:27]1[C:35]2[C:30](=[CH:31][CH:32]=[CH:33][CH:34]=2)[C:29](=[O:36])[N:28]1[CH2:37][C:38](=[CH2:50])[CH2:39][CH2:40][O:41]C(=O)C1C=CC=CC=1.[OH-].[Na+]. The product is [OH:16][CH2:15][C:14](=[CH2:25])[CH2:13][CH2:12][N:3]1[C:4](=[O:11])[C:5]2[C:10](=[CH:9][CH:8]=[CH:7][CH:6]=2)[C:2]1=[O:1].[OH:41][CH2:40][CH2:39][C:38](=[CH2:50])[CH2:37][N:28]1[C:29](=[O:36])[C:30]2[C:35](=[CH:34][CH:33]=[CH:32][CH:31]=2)[C:27]1=[O:26]. The yield is 0.290. (8) The reactants are [C:9](O[C:9]([O:11][C:12]([CH3:15])([CH3:14])[CH3:13])=[O:10])([O:11][C:12]([CH3:15])([CH3:14])[CH3:13])=[O:10].Cl.[CH3:17][CH:18]1[CH2:23][C:22](=[O:24])[CH2:21][CH2:20][NH:19]1. The catalyst is CN(C1C=CN=CC=1)C.C1COCC1. The product is [CH3:17][CH:18]1[CH2:23][C:22](=[O:24])[CH2:21][CH2:20][N:19]1[C:9]([O:11][C:12]([CH3:13])([CH3:14])[CH3:15])=[O:10]. The yield is 0.930. (9) The reactants are Cl[C:2]1[CH:8]=[CH:7][C:6]([N+:9]([O-:11])=[O:10])=[CH:5][C:3]=1[NH2:4].C(=O)([O-])[O-].[K+].[K+].[SH:18][CH2:19][CH2:20][OH:21]. The catalyst is CN(C=O)C.C(OCC)(=O)C. The product is [NH2:4][C:3]1[CH:5]=[C:6]([N+:9]([O-:11])=[O:10])[CH:7]=[CH:8][C:2]=1[S:18][CH2:19][CH2:20][OH:21]. The yield is 0.960.